From a dataset of Full USPTO retrosynthesis dataset with 1.9M reactions from patents (1976-2016). Predict the reactants needed to synthesize the given product. (1) Given the product [OH:7][CH2:8][C:9]([CH3:39])([CH3:38])[CH2:10][C:11]1[CH:12]=[C:13]([C:17]2([C:23]3[CH:24]=[C:25]([CH2:29][C:30]([CH3:32])([CH3:31])[CH2:33][OH:34])[CH:26]=[CH:27][CH:28]=3)[S:18][CH2:19][CH2:20][CH2:21][S:22]2)[CH:14]=[CH:15][CH:16]=1, predict the reactants needed to synthesize it. The reactants are: [Li+].[BH4-].CO.C([O:7][C:8](=O)[C:9]([CH3:39])([CH3:38])[CH2:10][C:11]1[CH:16]=[CH:15][CH:14]=[C:13]([C:17]2([C:23]3[CH:28]=[CH:27][CH:26]=[C:25]([CH2:29][C:30]([C:33](OCC)=[O:34])([CH3:32])[CH3:31])[CH:24]=3)[S:22][CH2:21][CH2:20][CH2:19][S:18]2)[CH:12]=1)C.[Cl-].[NH4+]. (2) Given the product [CH3:8][C:7]1[C:5](=[O:6])[NH:4][C:2](=[O:3])[N:1]([CH2:21][C:20]2[CH:23]=[CH:24][C:17]([Br:16])=[CH:18][CH:19]=2)[CH:9]=1, predict the reactants needed to synthesize it. The reactants are: [NH:1]1[CH:9]=[C:7]([CH3:8])[C:5](=[O:6])[NH:4][C:2]1=[O:3].C([O-])([O-])=O.[K+].[K+].[Br:16][C:17]1[CH:24]=[CH:23][C:20]([CH2:21]Br)=[CH:19][CH:18]=1. (3) Given the product [F:37][C:34]1[CH:33]=[CH:32][C:31]([C:24]2[N:25]=[C:26]3[N:30]([C:23]=2[C:21]2[CH:20]=[CH:19][N:13]=[C:11]([NH:10][C@@H:4]4[CH:5]5[CH2:6][CH2:7][N:2]([CH2:9][CH2:8]5)[CH2:3]4)[N:12]=2)[CH:29]=[CH:28][O:27]3)=[CH:36][CH:35]=1, predict the reactants needed to synthesize it. The reactants are: Cl.[N:2]12[CH2:9][CH2:8][CH:5]([CH2:6][CH2:7]1)[CH:4]([NH:10][C:11]([NH2:13])=[NH:12])[CH2:3]2.C[O-].[Na+].CN(C)[CH:19]=[CH:20][C:21]([C:23]1[N:30]2[C:26]([O:27][CH:28]=[CH:29]2)=[N:25][C:24]=1[C:31]1[CH:36]=[CH:35][C:34]([F:37])=[CH:33][CH:32]=1)=O. (4) Given the product [CH3:14][O:7][C:6](=[O:8])[C:5]1[CH:9]=[CH:10][C:2]([OH:1])=[C:3]([O:11][CH3:12])[CH:4]=1, predict the reactants needed to synthesize it. The reactants are: [OH:1][C:2]1[CH:10]=[CH:9][C:5]([C:6]([OH:8])=[O:7])=[CH:4][C:3]=1[O:11][CH3:12].Cl.[CH3:14]O. (5) Given the product [OH:25][CH2:26][C@@H:27]1[CH2:32][N:31]([C:20]([C:15]2[CH:14]=[CH:13][C:12]3[C:17](=[CH:18][CH:19]=[C:10]([O:9][C:6]4[CH:41]=[N:40][C:3]([C:2]([F:1])([F:23])[F:24])=[CH:4][CH:5]=4)[CH:11]=3)[N:16]=2)=[O:22])[CH2:30][CH2:29][N:28]1[C:33]([O:35][C:36]([CH3:39])([CH3:38])[CH3:37])=[O:34], predict the reactants needed to synthesize it. The reactants are: [F:1][C:2]([F:24])([F:23])[C:3]1[CH:4]=[CH:5][C:6]([O:9][C:10]2[CH:11]=[C:12]3[C:17](=[CH:18][CH:19]=2)[N:16]=[C:15]([C:20]([OH:22])=O)[CH:14]=[CH:13]3)=NC=1.[OH:25][CH2:26][C@@H:27]1[CH2:32][NH:31][CH2:30][CH2:29][N:28]1[C:33]([O:35][C:36]([CH3:39])([CH3:38])[CH3:37])=[O:34].[N:40]1(C(OC(C)(C)C)=O)CCNC[CH2:41]1. (6) The reactants are: C(O[C:5]1[CH:14]=[C:13]([O:15][CH3:16])[CH:12]=[CH:11][C:6]=1[NH:7][C:8](=[O:10])[CH3:9])C=C.O.C(OCC)(=O)C.CN1C[CH2:28][CH2:27][C:26]1=O. Given the product [CH2:28]([C:14]1[C:5]2[O:10][C:8]([CH3:9])=[N:7][C:6]=2[CH:11]=[CH:12][C:13]=1[O:15][CH3:16])[CH:27]=[CH2:26], predict the reactants needed to synthesize it. (7) Given the product [CH2:1]([O:8][C:9]([NH:11][C@@H:12]([CH2:17][S:18][C:19]1[CH:24]=[CH:23][CH:22]=[CH:21][CH:20]=1)[C@@H:13]1[O:16][CH2:14]1)=[O:10])[C:2]1[CH:7]=[CH:6][CH:5]=[CH:4][CH:3]=1, predict the reactants needed to synthesize it. The reactants are: [CH2:1]([O:8][C:9]([NH:11][C@@H:12]([CH2:17][S:18][C:19]1[CH:24]=[CH:23][CH:22]=[CH:21][CH:20]=1)[C@@H:13]([OH:16])[CH2:14]O)=[O:10])[C:2]1[CH:7]=[CH:6][CH:5]=[CH:4][CH:3]=1.N1C=CC=CC=1.C(Cl)(=O)C1C=CC=CC=1.S(Cl)(C)(=O)=O.C(N(CC)CC)C.CO.[OH-].[K+]. (8) Given the product [C:4]1([NH:1][CH2:39][C:40]2[N:41]([C:45]3[CH:46]=[CH:47][C:48]([N:51]4[C:57](=[O:58])[CH2:56][C:55](=[O:59])[NH:54][C:53]5[C:60]6[C:64]([CH:65]=[CH:66][C:52]4=5)=[CH:63][CH:22]=[CH:62][CH:61]=6)=[CH:49][CH:50]=3)[CH:42]=[CH:43][N:44]=2)[CH:13]=[CH:8][CH:7]=[CH:6][CH:5]=1, predict the reactants needed to synthesize it. The reactants are: [N+:1]([C:4]1[C:13]2[C:8](=CC=CC=2)[CH:7]=[CH:6][C:5]=1[NH:1][C:4]1[CH:13]=[CH:8][C:7](N)=[CH:6][CH:5]=1)([O-])=O.[C:22]1(NCC(O)=O)C=CC=CC=1.Cl.FC1C=C(C=CC=1)C[CH2:39][C:40]1[N:41]([C:45]2[CH:50]=[CH:49][C:48]([N:51]3[C:57](=[O:58])[CH2:56][C:55](=[O:59])[NH:54][C:53]4[C:60]5[CH2:61][CH2:62][CH2:63][C:64]=5[CH:65]=[CH:66][C:52]3=4)=[CH:47][CH:46]=2)[CH:42]=[CH:43][N:44]=1.C(N(C1C=CC=CC=1OC)C1N(C2C=CC([N+]([O-])=O)=CC=2)C=CN=1)C1C=CC=CC=1.